From a dataset of Catalyst prediction with 721,799 reactions and 888 catalyst types from USPTO. Predict which catalyst facilitates the given reaction. Product: [Cl:13][C:14]1[CH:21]=[CH:20][C:17]([CH:18]2[C:5]3[NH:6][C:7]4[C:12](=[CH:11][CH:10]=[CH:9][CH:8]=4)[C:4]=3[CH2:3][CH2:2][NH:1]2)=[CH:16][CH:15]=1. The catalyst class is: 26. Reactant: [NH2:1][CH2:2][CH2:3][C:4]1[C:12]2[C:7](=[CH:8][CH:9]=[CH:10][CH:11]=2)[NH:6][CH:5]=1.[Cl:13][C:14]1[CH:21]=[CH:20][C:17]([CH:18]=O)=[CH:16][CH:15]=1.FC(F)(F)C(O)=O.